This data is from HIV replication inhibition screening data with 41,000+ compounds from the AIDS Antiviral Screen. The task is: Binary Classification. Given a drug SMILES string, predict its activity (active/inactive) in a high-throughput screening assay against a specified biological target. (1) The drug is CCCCC(CC)=NNS(=O)(=O)c1ccc(NC(C)=O)cc1. The result is 0 (inactive). (2) The compound is CN(C)CCCNc1nnc(NCCCN(C)C)c2c(=O)c3sccc3[nH]c12.Cl. The result is 0 (inactive). (3) The drug is O=C1C(Cl)=C(Cl)C(=O)N1c1c(F)c(F)c(F)c(F)c1F. The result is 0 (inactive). (4) The compound is Oc1nc2cc(C(F)(F)F)ccc2nc1CBr. The result is 0 (inactive).